From a dataset of Full USPTO retrosynthesis dataset with 1.9M reactions from patents (1976-2016). Predict the reactants needed to synthesize the given product. (1) Given the product [CH2:14]([O:16][C:17](=[O:31])[CH2:18][CH:19]([NH2:30])[CH2:20][C:21]1[CH:26]=[C:25]([F:27])[C:24]([F:28])=[CH:23][C:22]=1[F:29])[CH3:15], predict the reactants needed to synthesize it. The reactants are: C(O)(=O)[C@H](C1C=CC=CC=1)O.[BH4-].[Na+].[CH2:14]([O:16][C:17](=[O:31])[CH:18]=[C:19]([NH2:30])[CH2:20][C:21]1[CH:26]=[C:25]([F:27])[C:24]([F:28])=[CH:23][C:22]=1[F:29])[CH3:15].[BH4-].[Na+].C(O)(=O)C(C1C=CC=CC=1)O. (2) Given the product [F:54][C:33]1[CH:32]=[C:31]([O:30][C:28]2[CH:27]=[CH:26][N:25]=[C:24]([NH:9][C:4](=[O:6])[C@H:3]([O:2][CH3:1])[CH3:7])[CH:29]=2)[C:36]([F:37])=[CH:35][C:34]=1[NH:38][C:39]([C:41]1([C:44]([NH:46][C:47]2[CH:52]=[CH:51][C:50]([F:53])=[CH:49][CH:48]=2)=[O:45])[CH2:43][CH2:42]1)=[O:40], predict the reactants needed to synthesize it. The reactants are: [CH3:1][O:2][C@H:3]([CH3:7])[C:4]([OH:6])=O.C[N:9]1CCOCC1.ClC(OCC(C)C)=O.Cl[C:24]1[CH:29]=[C:28]([O:30][C:31]2[C:36]([F:37])=[CH:35][C:34]([NH:38][C:39]([C:41]3([C:44]([NH:46][C:47]4[CH:52]=[CH:51][C:50]([F:53])=[CH:49][CH:48]=4)=[O:45])[CH2:43][CH2:42]3)=[O:40])=[C:33]([F:54])[CH:32]=2)[CH:27]=[CH:26][N:25]=1. (3) Given the product [Cl:43][C:37]1[C:36]([C@H:2]2[CH2:3][CH2:4][CH2:5][N:1]2[C:6]([O:8][C:9]([CH3:12])([CH3:11])[CH3:10])=[O:7])=[CH:41][C:40]([F:42])=[CH:39][N:38]=1, predict the reactants needed to synthesize it. The reactants are: [N:1]1([C:6]([O:8][C:9]([CH3:12])([CH3:11])[CH3:10])=[O:7])[CH2:5][CH2:4][CH2:3][CH2:2]1.C1C[C@H]2N(C[C@H]3[C@@H]4CCCCN4C[C@@H]2C3)CC1.C([Li])(CC)C.Br[C:36]1[C:37]([Cl:43])=[N:38][CH:39]=[C:40]([F:42])[CH:41]=1.F[B-](F)(F)F.C(P(C(C)(C)C)C(C)(C)C)(C)(C)C.[NH4+].[OH-]. (4) Given the product [CH3:23][C:17]1[CH:18]=[C:19]([CH3:22])[CH:20]=[CH:21][C:16]=1[N:13]1[CH2:12][CH2:11][N:10]([C:8]([C:5]2[CH:6]=[CH:7][C:2]([N:1]3[CH2:30][CH2:31][CH2:32][S:33]3(=[O:35])=[O:34])=[CH:3][C:4]=2[N:24]2[CH2:25][CH2:26][CH2:27][CH2:28]2)=[O:9])[CH2:15][CH2:14]1, predict the reactants needed to synthesize it. The reactants are: [NH2:1][C:2]1[CH:7]=[CH:6][C:5]([C:8]([N:10]2[CH2:15][CH2:14][N:13]([C:16]3[CH:21]=[CH:20][C:19]([CH3:22])=[CH:18][C:17]=3[CH3:23])[CH2:12][CH2:11]2)=[O:9])=[C:4]([N:24]2[CH2:28][CH2:27][CH2:26][CH2:25]2)[CH:3]=1.Cl[CH2:30][CH2:31][CH2:32][S:33](Cl)(=[O:35])=[O:34]. (5) Given the product [Br:1][C:2]1[CH:3]=[N:4][CH:5]=[C:6]([C:10]=1[CH3:11])[C:7]([O:9][CH3:12])=[O:8], predict the reactants needed to synthesize it. The reactants are: [Br:1][C:2]1[CH:3]=[N:4][CH:5]=[C:6]([C:10]=1[CH3:11])[C:7]([OH:9])=[O:8].[CH2:12](Cl)Cl.CO.C[Si](C=[N+]=[N-])(C)C.